Dataset: Full USPTO retrosynthesis dataset with 1.9M reactions from patents (1976-2016). Task: Predict the reactants needed to synthesize the given product. (1) Given the product [CH2:14]([O:13][C:11]([C:10]1[CH:9]=[N:8][N:7]2[C:2]([NH:30][C:31]3[CH:39]=[CH:38][CH:37]=[C:36]4[C:32]=3[CH:33]=[CH:34][NH:35]4)=[C:3]([C:16]([N:18]3[CH2:23][CH2:22][CH:21]([C:24]4[CH:29]=[CH:28][CH:27]=[CH:26][CH:25]=4)[CH2:20][CH2:19]3)=[O:17])[CH:4]=[N:5][C:6]=12)=[O:12])[CH3:15], predict the reactants needed to synthesize it. The reactants are: Cl[C:2]1[N:7]2[N:8]=[CH:9][C:10]([C:11]([O:13][CH2:14][CH3:15])=[O:12])=[C:6]2[N:5]=[CH:4][C:3]=1[C:16]([N:18]1[CH2:23][CH2:22][CH:21]([C:24]2[CH:29]=[CH:28][CH:27]=[CH:26][CH:25]=2)[CH2:20][CH2:19]1)=[O:17].[NH2:30][C:31]1[CH:39]=[CH:38][CH:37]=[C:36]2[C:32]=1[CH:33]=[CH:34][NH:35]2. (2) Given the product [C:1]1([C:7]2[S:8][CH:9]=[C:10]([C:12]([C:14]3[CH:19]=[C:18]([OH:20])[C:17]([OH:22])=[C:16]([OH:24])[CH:15]=3)=[O:13])[N:11]=2)[CH:6]=[CH:5][CH:4]=[CH:3][CH:2]=1, predict the reactants needed to synthesize it. The reactants are: [C:1]1([C:7]2[S:8][CH:9]=[C:10]([C:12]([C:14]3[CH:19]=[C:18]([O:20]C)[C:17]([O:22]C)=[C:16]([O:24]C)[CH:15]=3)=[O:13])[N:11]=2)[CH:6]=[CH:5][CH:4]=[CH:3][CH:2]=1.B(Br)(Br)Br. (3) Given the product [Cl:22][C:18]1[CH:19]=[CH:20][CH:21]=[C:16]([Cl:15])[C:17]=1[N:23]1[C:27]([CH2:28][O:9][C:7]2[N:8]=[C:3]([C:2]([F:1])([F:13])[F:14])[C:4]([N+:10]([O-:12])=[O:11])=[CH:5][CH:6]=2)=[C:26]([CH:30]([CH3:32])[CH3:31])[N:25]=[N:24]1, predict the reactants needed to synthesize it. The reactants are: [F:1][C:2]([F:14])([F:13])[C:3]1[N:8]=[C:7]([OH:9])[CH:6]=[CH:5][C:4]=1[N+:10]([O-:12])=[O:11].[Cl:15][C:16]1[CH:21]=[CH:20][CH:19]=[C:18]([Cl:22])[C:17]=1[N:23]1[C:27]([CH2:28]O)=[C:26]([CH:30]([CH3:32])[CH3:31])[N:25]=[N:24]1.C1(P(C2C=CC=CC=2)C2C=CC=CC=2)C=CC=CC=1.N(C(OC(C)C)=O)=NC(OC(C)C)=O.